Predict the reactants needed to synthesize the given product. From a dataset of Full USPTO retrosynthesis dataset with 1.9M reactions from patents (1976-2016). Given the product [O:9]1[CH2:10][CH2:11][CH:6]([CH2:5][CH:4]([C:12]2[CH:17]=[CH:16][C:15]([O:18][C:19]([F:20])([F:21])[F:22])=[CH:14][CH:13]=2)[NH2:1])[CH2:7][CH2:8]1, predict the reactants needed to synthesize it. The reactants are: [N:1]([CH:4]([C:12]1[CH:17]=[CH:16][C:15]([O:18][C:19]([F:22])([F:21])[F:20])=[CH:14][CH:13]=1)[CH2:5][CH:6]1[CH2:11][CH2:10][O:9][CH2:8][CH2:7]1)=[N+]=[N-].